Task: Predict the reactants needed to synthesize the given product.. Dataset: Full USPTO retrosynthesis dataset with 1.9M reactions from patents (1976-2016) (1) The reactants are: [C:1]1([C:25]2[CH:30]=[CH:29][CH:28]=[CH:27][CH:26]=2)[CH:6]=[CH:5][C:4]([CH2:7][N:8]2[C:16](Cl)=[C:15]3[C:10]([N:11]([CH2:21][CH:22]([CH3:24])[CH3:23])[C:12](=[O:20])[N:13]([CH3:19])[C:14]3=[O:18])=[N:9]2)=[CH:3][CH:2]=1.[NH2:31][C@H:32]1[CH2:36][CH2:35][N:34](C(OC(C)(C)C)=O)[CH2:33]1.CC1(C)C2C(=C(P(C3C=CC=CC=3)C3C=CC=CC=3)C=CC=2)OC2C(P(C3C=CC=CC=3)C3C=CC=CC=3)=CC=CC1=2.C(O[K])(C)(C)C. Given the product [C:1]1([C:25]2[CH:30]=[CH:29][CH:28]=[CH:27][CH:26]=2)[CH:6]=[CH:5][C:4]([CH2:7][N:8]2[C:16]([NH:31][C@H:32]3[CH2:36][CH2:35][NH:34][CH2:33]3)=[C:15]3[C:10]([N:11]([CH2:21][CH:22]([CH3:24])[CH3:23])[C:12](=[O:20])[N:13]([CH3:19])[C:14]3=[O:18])=[N:9]2)=[CH:3][CH:2]=1, predict the reactants needed to synthesize it. (2) The reactants are: [F:1][C:2]([F:45])([F:44])[C:3]1[CH:4]=[C:5]([CH:37]=[C:38]([C:40]([F:43])([F:42])[F:41])[CH:39]=1)[CH2:6][N:7]([C:30]1[CH:35]=[CH:34][C:33](Br)=[CH:32][N:31]=1)[CH2:8][C:9]1[CH:14]=[C:13]([C:15]([F:18])([F:17])[F:16])[CH:12]=[CH:11][C:10]=1[C:19]1[CH:24]=[C:23]([CH:25]([CH3:27])[CH3:26])[CH:22]=[CH:21][C:20]=1[O:28][CH3:29].C([O-])(=O)C.[K+].B1(B2OC(C)(C)C(C)(C)O2)OC(C)(C)C(C)(C)O1.[OH2:69]. Given the product [F:45][C:2]([F:1])([F:44])[C:3]1[CH:4]=[C:5]([CH:37]=[C:38]([C:40]([F:43])([F:41])[F:42])[CH:39]=1)[CH2:6][N:7]([CH2:8][C:9]1[CH:14]=[C:13]([C:15]([F:18])([F:17])[F:16])[CH:12]=[CH:11][C:10]=1[C:19]1[CH:24]=[C:23]([CH:25]([CH3:26])[CH3:27])[CH:22]=[CH:21][C:20]=1[O:28][CH3:29])[C:30]1[N:31]=[CH:32][C:33]([OH:69])=[CH:34][CH:35]=1, predict the reactants needed to synthesize it. (3) Given the product [CH3:1][C:2]1[CH:25]=[CH:24][C:5]([C:6]([N:8]2[CH2:13][CH2:12][CH:11]([C:14]3[CH:23]=[CH:22][C:17]([C:18]([OH:20])=[O:19])=[CH:16][CH:15]=3)[CH2:10][CH2:9]2)=[O:7])=[CH:4][C:3]=1[N+:26]([O-:28])=[O:27], predict the reactants needed to synthesize it. The reactants are: [CH3:1][C:2]1[CH:25]=[CH:24][C:5]([C:6]([N:8]2[CH2:13][CH2:12][CH:11]([C:14]3[CH:23]=[CH:22][C:17]([C:18]([O:20]C)=[O:19])=[CH:16][CH:15]=3)[CH2:10][CH2:9]2)=[O:7])=[CH:4][C:3]=1[N+:26]([O-:28])=[O:27].[OH-].[Na+].Cl. (4) Given the product [CH3:4][C:5]([CH3:45])([CH3:44])[CH2:6][C:7]1[N:8]=[C:9]([C:18]([OH:43])([CH3:1])[CH2:19][C:20]2[CH:21]=[CH:22][C:23]([N:26]3[CH2:31][CH2:30][CH2:29][C:28]4[CH:32]=[N:33][N:34]([CH2:35][O:36][CH2:37][CH2:38][Si:39]([CH3:41])([CH3:42])[CH3:40])[C:27]3=4)=[CH:24][CH:25]=2)[N:10]([S:12]([N:15]([CH3:16])[CH3:17])(=[O:13])=[O:14])[CH:11]=1, predict the reactants needed to synthesize it. The reactants are: [CH3:1][Mg]Br.[CH3:4][C:5]([CH3:45])([CH3:44])[CH2:6][C:7]1[N:8]=[C:9]([C:18](=[O:43])[CH2:19][C:20]2[CH:25]=[CH:24][C:23]([N:26]3[CH2:31][CH2:30][CH2:29][C:28]4[CH:32]=[N:33][N:34]([CH2:35][O:36][CH2:37][CH2:38][Si:39]([CH3:42])([CH3:41])[CH3:40])[C:27]3=4)=[CH:22][CH:21]=2)[N:10]([S:12]([N:15]([CH3:17])[CH3:16])(=[O:14])=[O:13])[CH:11]=1. (5) Given the product [C:1]1([S:7]([O:10][C:11]2[CH:22]=[CH:21][C:14]3[S:15][CH:16]=[C:17]([C:18]([Cl:25])=[O:19])[C:13]=3[CH:12]=2)(=[O:9])=[O:8])[CH:6]=[CH:5][CH:4]=[CH:3][CH:2]=1, predict the reactants needed to synthesize it. The reactants are: [C:1]1([S:7]([O:10][C:11]2[CH:22]=[CH:21][C:14]3[S:15][CH:16]=[C:17]([C:18](O)=[O:19])[C:13]=3[CH:12]=2)(=[O:9])=[O:8])[CH:6]=[CH:5][CH:4]=[CH:3][CH:2]=1.S(Cl)([Cl:25])=O. (6) Given the product [C:10]([C:9]1[C:8]([OH:12])=[C:7]([O:13][CH3:14])[CH:6]=[C:3]([C:4]#[N:5])[C:2]=1[C:21]1[CH:22]=[CH:23][C:18]([C:15]([OH:17])=[O:16])=[CH:19][CH:20]=1)#[N:11], predict the reactants needed to synthesize it. The reactants are: Br[C:2]1[C:9]([C:10]#[N:11])=[C:8]([OH:12])[C:7]([O:13][CH3:14])=[CH:6][C:3]=1[C:4]#[N:5].[C:15]([C:18]1[CH:23]=[CH:22][C:21](B(O)O)=[CH:20][CH:19]=1)([OH:17])=[O:16].C(=O)([O-])[O-].[Na+].[Na+].[OH-].[Na+]. (7) Given the product [NH2:42][C@@H:12]1[C@@H:13]([O:34][CH2:35][C:36]2[CH:37]=[CH:38][CH:39]=[CH:40][CH:41]=2)[C@H:14]([O:26][CH2:27][C:28]2[CH:29]=[CH:30][CH:31]=[CH:32][CH:33]=2)[C@@H:15]([CH2:17][O:18][CH2:19][C:20]2[CH:25]=[CH:24][CH:23]=[CH:22][CH:21]=2)[CH2:16][C@H:11]1[OH:10], predict the reactants needed to synthesize it. The reactants are: [N+](C1C=CC(C([O:10][C@@H:11]2[CH2:16][C@H:15]([CH2:17][O:18][CH2:19][C:20]3[CH:25]=[CH:24][CH:23]=[CH:22][CH:21]=3)[C@@H:14]([O:26][CH2:27][C:28]3[CH:33]=[CH:32][CH:31]=[CH:30][CH:29]=3)[C@H:13]([O:34][CH2:35][C:36]3[CH:41]=[CH:40][CH:39]=[CH:38][CH:37]=3)[C@H:12]2[NH:42]C(OC(C)(C)C)=O)=O)=CC=1)([O-])=O.C([O-])([O-])=O.[K+].[K+].